From a dataset of Full USPTO retrosynthesis dataset with 1.9M reactions from patents (1976-2016). Predict the reactants needed to synthesize the given product. (1) Given the product [Cl:22][C:18]1[CH:17]=[C:16]([C:15]2[S:14][C:13]([CH3:23])=[N:12][C:11]=2[C:9]([N:8]2[CH2:7][C@H:6]3[C@H:4]([CH2:5]3)[C@H:3]2[CH2:2][NH:1][C:35]([C:34]2[N:28]3[CH:29]=[CH:30][CH:31]=[C:32]([CH3:33])[C:27]3=[N:26][C:25]=2[CH3:24])=[O:36])=[O:10])[CH:21]=[CH:20][CH:19]=1, predict the reactants needed to synthesize it. The reactants are: [NH2:1][CH2:2][C@H:3]1[N:8]([C:9]([C:11]2[N:12]=[C:13]([CH3:23])[S:14][C:15]=2[C:16]2[CH:21]=[CH:20][CH:19]=[C:18]([Cl:22])[CH:17]=2)=[O:10])[CH2:7][C@H:6]2[C@@H:4]1[CH2:5]2.[CH3:24][C:25]1[N:26]=[C:27]2[C:32]([CH3:33])=[CH:31][CH:30]=[CH:29][N:28]2[C:34]=1[C:35](O)=[O:36]. (2) Given the product [CH2:1]([C:8]1[CH:13]=[CH:12][C:11]([N:14]2[C:15]3[N:16]=[CH:17][C:18]([F:43])=[CH:19][C:20]=3[C:21](=[O:22])[N:23]([C@@H:24]3[CH2:29][CH2:28][C@H:27]([NH:30][C:31]([C:33]4[N:34]=[C:35]5[CH:40]=[CH:39][C:38]([F:41])=[CH:37][N:36]5[CH:42]=4)=[O:32])[CH2:26][CH2:25]3)[C:44]2=[O:45])=[CH:10][CH:9]=1)[C:2]1[CH:3]=[CH:4][CH:5]=[CH:6][CH:7]=1, predict the reactants needed to synthesize it. The reactants are: [CH2:1]([C:8]1[CH:13]=[CH:12][C:11]([NH:14][C:15]2[C:20]([C:21]([NH:23][C@@H:24]3[CH2:29][CH2:28][C@H:27]([NH:30][C:31]([C:33]4[N:34]=[C:35]5[CH:40]=[CH:39][C:38]([F:41])=[CH:37][N:36]5[CH:42]=4)=[O:32])[CH2:26][CH2:25]3)=[O:22])=[CH:19][C:18]([F:43])=[CH:17][N:16]=2)=[CH:10][CH:9]=1)[C:2]1[CH:7]=[CH:6][CH:5]=[CH:4][CH:3]=1.[C:44](N1C=CN=C1)(N1C=CN=C1)=[O:45].[H-].[Na+]. (3) The reactants are: [CH2:1]([O:3][C:4](=[O:18])[CH:5]=[CH:6][C:7]1[C:11]2[CH:12]=[C:13]([CH:16]=[O:17])[CH:14]=[CH:15][C:10]=2[O:9][CH:8]=1)[CH3:2]. Given the product [CH2:1]([O:3][C:4](=[O:18])[CH2:5][CH2:6][C:7]1[C:11]2[CH:12]=[C:13]([CH:16]=[O:17])[CH:14]=[CH:15][C:10]=2[O:9][CH:8]=1)[CH3:2], predict the reactants needed to synthesize it. (4) Given the product [CH3:19][C:14]1([CH3:20])[C:15]([CH3:18])([CH3:17])[O:16][B:12]([C:2]2[CH:3]=[CH:4][C:5]([CH2:8][CH2:9][C:10]#[N:11])=[N:6][CH:7]=2)[O:13]1, predict the reactants needed to synthesize it. The reactants are: Br[C:2]1[CH:3]=[CH:4][C:5]([CH2:8][CH2:9][C:10]#[N:11])=[N:6][CH:7]=1.[B:12]1([B:12]2[O:16][C:15]([CH3:18])([CH3:17])[C:14]([CH3:20])([CH3:19])[O:13]2)[O:16][C:15]([CH3:18])([CH3:17])[C:14]([CH3:20])([CH3:19])[O:13]1.C([O-])(=O)C.[K+].ClCCl. (5) Given the product [Cl:20][C:16]1[CH:15]=[C:14]([CH:19]=[CH:18][CH:17]=1)[CH2:13][O:10][C:6]1[C:5]2[N:4]([N:3]=[C:2]([NH2:1])[N:11]=2)[CH:9]=[CH:8][CH:7]=1, predict the reactants needed to synthesize it. The reactants are: [NH2:1][C:2]1[N:11]=[C:5]2[C:6]([OH:10])=[CH:7][CH:8]=[CH:9][N:4]2[N:3]=1.Br[CH2:13][C:14]1[CH:19]=[CH:18][CH:17]=[C:16]([Cl:20])[CH:15]=1.C(=O)([O-])[O-].[K+].[K+]. (6) Given the product [CH3:1][C@@H:24]([C@H:23]([C:20]1[CH:19]=[CH:18][C:17]([O:16][CH2:15][C:9]2[CH:10]=[CH:11][CH:12]=[CH:13][CH:14]=2)=[CH:22][CH:21]=1)/[CH:29]=[CH:30]\[CH3:31])[C:25]([O:27][CH3:28])=[O:26], predict the reactants needed to synthesize it. The reactants are: [CH:1]([N-]C(C)C)(C)C.[Li+].[C:9]1([CH2:15][O:16][C:17]2[CH:22]=[CH:21][C:20]([C@H:23](/[CH:29]=[CH:30]\[CH3:31])[CH2:24][C:25]([O:27][CH3:28])=[O:26])=[CH:19][CH:18]=2)[CH:14]=[CH:13][CH:12]=[CH:11][CH:10]=1.IC. (7) Given the product [CH3:18][N:19]1[C:27]2[C:22](=[CH:23][C:24]([C:28]([N:1]3[CH2:2][CH:3]([N:5]4[CH2:6][CH2:7][N:8]([C:11]([C:13]5[S:14][CH:15]=[CH:16][N:17]=5)=[O:12])[CH2:9][CH2:10]4)[CH2:4]3)=[O:29])=[CH:25][CH:26]=2)[C:21]([C:31]2[CH:36]=[CH:35][CH:34]=[CH:33][CH:32]=2)=[N:20]1, predict the reactants needed to synthesize it. The reactants are: [NH:1]1[CH2:4][CH:3]([N:5]2[CH2:10][CH2:9][N:8]([C:11]([C:13]3[S:14][CH:15]=[CH:16][N:17]=3)=[O:12])[CH2:7][CH2:6]2)[CH2:2]1.[CH3:18][N:19]1[C:27]2[C:22](=[CH:23][C:24]([C:28](O)=[O:29])=[CH:25][CH:26]=2)[C:21]([C:31]2[CH:36]=[CH:35][CH:34]=[CH:33][CH:32]=2)=[N:20]1.CCN(CC)CC.CN(C(ON1N=NC2C=CC=NC1=2)=[N+](C)C)C.F[P-](F)(F)(F)(F)F. (8) Given the product [Br:6][C:7]1[CH:8]=[C:9]([Cl:15])[C:10]([CH:13]2[CH2:21][CH:16]([OH:20])[CH2:17][CH2:18][O:14]2)=[N:11][CH:12]=1, predict the reactants needed to synthesize it. The reactants are: S(=O)(=O)(O)O.[Br:6][C:7]1[CH:8]=[C:9]([Cl:15])[C:10]([CH:13]=[O:14])=[N:11][CH:12]=1.[CH2:16]([OH:20])[CH2:17][CH:18]=C.[C:21]([O-])(O)=O.[Na+]. (9) The reactants are: [Cl:1][C:2]1[C:7](B2OC(C)(C)C(C)(C)O2)=[CH:6][C:5]([S:17]([N:20]([CH3:27])[C:21]2[CH:26]=[CH:25][CH:24]=[CH:23][N:22]=2)(=[O:19])=[O:18])=[C:4]([O:28][CH2:29][CH2:30][CH2:31][CH2:32][OH:33])[CH:3]=1.Br[C:35]1[C:40]([C:41]#[N:42])=[CH:39][C:38]([C:43]([F:46])([F:45])[F:44])=[N:37][CH:36]=1.C([O-])([O-])=O.[Na+].[Na+]. Given the product [Cl:1][C:2]1[C:7]([C:35]2[CH:36]=[N:37][C:38]([C:43]([F:45])([F:46])[F:44])=[CH:39][C:40]=2[C:41]#[N:42])=[CH:6][C:5]([S:17]([N:20]([CH3:27])[C:21]2[CH:26]=[CH:25][CH:24]=[CH:23][N:22]=2)(=[O:19])=[O:18])=[C:4]([O:28][CH2:29][CH2:30][CH2:31][CH2:32][OH:33])[CH:3]=1, predict the reactants needed to synthesize it. (10) Given the product [C:43]([O:47][C:48](=[O:56])[NH:49][CH2:50][CH2:51][C:52]([NH:54][NH:55][C:18]([C@@H:13]1[CH2:12][CH2:11][C@@H:10]2[CH2:17][N:14]1[C:15](=[O:16])[N:9]2[O:8][CH2:1][C:2]1[CH:3]=[CH:4][CH:5]=[CH:6][CH:7]=1)=[O:20])=[O:53])([CH3:46])([CH3:44])[CH3:45], predict the reactants needed to synthesize it. The reactants are: [CH2:1]([O:8][N:9]1[C:15](=[O:16])[N:14]2[CH2:17][C@H:10]1[CH2:11][CH2:12][C@H:13]2[C:18]([OH:20])=O)[C:2]1[CH:7]=[CH:6][CH:5]=[CH:4][CH:3]=1.Cl.C(N=C=NCCCN(C)C)C.ON1C2C=CC=CC=2N=N1.[C:43]([O:47][C:48](=[O:56])[NH:49][CH2:50][CH2:51][C:52]([NH:54][NH2:55])=[O:53])([CH3:46])([CH3:45])[CH3:44].